This data is from Reaction yield outcomes from USPTO patents with 853,638 reactions. The task is: Predict the reaction yield, written as a fraction of the theoretical maximum amount of product (1.0 means a 100% yield; for example, 0.34 means a 34% yield). The reactants are [N:1]1[CH:6]=[CH:5][CH:4]=[C:3]([C:7]2[CH:8]=[CH:9][C:10]3[N:11]([C:13]([CH:16]=[O:17])=[CH:14][N:15]=3)[CH:12]=2)[CH:2]=1.Br[C:19]1C=CC2N(C(C=O)=CN=2)C=1.CC1N=CC(B(O)O)=CC=1. No catalyst specified. The product is [CH3:19][C:6]1[N:1]=[CH:2][C:3]([C:7]2[CH:8]=[CH:9][C:10]3[N:11]([C:13]([CH:16]=[O:17])=[CH:14][N:15]=3)[CH:12]=2)=[CH:4][CH:5]=1. The yield is 0.400.